Task: Regression. Given two drug SMILES strings and cell line genomic features, predict the synergy score measuring deviation from expected non-interaction effect.. Dataset: NCI-60 drug combinations with 297,098 pairs across 59 cell lines (1) Drug 1: COC1=CC(=CC(=C1O)OC)C2C3C(COC3=O)C(C4=CC5=C(C=C24)OCO5)OC6C(C(C7C(O6)COC(O7)C8=CC=CS8)O)O. Drug 2: C1CN(CCN1C(=O)CCBr)C(=O)CCBr. Cell line: SK-MEL-28. Synergy scores: CSS=17.7, Synergy_ZIP=-6.70, Synergy_Bliss=2.17, Synergy_Loewe=-1.19, Synergy_HSA=2.04. (2) Drug 1: C1=C(C(=O)NC(=O)N1)F. Drug 2: CCC1(CC2CC(C3=C(CCN(C2)C1)C4=CC=CC=C4N3)(C5=C(C=C6C(=C5)C78CCN9C7C(C=CC9)(C(C(C8N6C)(C(=O)OC)O)OC(=O)C)CC)OC)C(=O)OC)O.OS(=O)(=O)O. Cell line: SF-295. Synergy scores: CSS=34.0, Synergy_ZIP=-13.8, Synergy_Bliss=-7.91, Synergy_Loewe=-4.30, Synergy_HSA=-2.08. (3) Drug 1: C1=NC(=NC(=O)N1C2C(C(C(O2)CO)O)O)N. Drug 2: C1CN1C2=NC(=NC(=N2)N3CC3)N4CC4. Cell line: BT-549. Synergy scores: CSS=45.3, Synergy_ZIP=-6.63, Synergy_Bliss=0.145, Synergy_Loewe=1.40, Synergy_HSA=5.35. (4) Drug 2: CN(C(=O)NC(C=O)C(C(C(CO)O)O)O)N=O. Drug 1: C1=C(C(=O)NC(=O)N1)N(CCCl)CCCl. Synergy scores: CSS=13.0, Synergy_ZIP=-8.73, Synergy_Bliss=-1.87, Synergy_Loewe=-18.6, Synergy_HSA=-1.17. Cell line: HT29. (5) Drug 1: C1=CC(=CC=C1CCCC(=O)O)N(CCCl)CCCl. Drug 2: CC12CCC3C(C1CCC2O)C(CC4=C3C=CC(=C4)O)CCCCCCCCCS(=O)CCCC(C(F)(F)F)(F)F. Cell line: HOP-62. Synergy scores: CSS=42.3, Synergy_ZIP=1.53, Synergy_Bliss=-0.506, Synergy_Loewe=-0.421, Synergy_HSA=-0.550. (6) Drug 1: CC1C(C(CC(O1)OC2CC(CC3=C2C(=C4C(=C3O)C(=O)C5=C(C4=O)C(=CC=C5)OC)O)(C(=O)C)O)N)O.Cl. Drug 2: CC1=C2C(C(=O)C3(C(CC4C(C3C(C(C2(C)C)(CC1OC(=O)C(C(C5=CC=CC=C5)NC(=O)C6=CC=CC=C6)O)O)OC(=O)C7=CC=CC=C7)(CO4)OC(=O)C)O)C)OC(=O)C. Cell line: HOP-62. Synergy scores: CSS=34.0, Synergy_ZIP=-0.515, Synergy_Bliss=6.31, Synergy_Loewe=-0.989, Synergy_HSA=5.85. (7) Drug 1: CCC(=C(C1=CC=CC=C1)C2=CC=C(C=C2)OCCN(C)C)C3=CC=CC=C3.C(C(=O)O)C(CC(=O)O)(C(=O)O)O. Drug 2: C1=NC(=NC(=O)N1C2C(C(C(O2)CO)O)O)N. Cell line: OVCAR3. Synergy scores: CSS=-0.410, Synergy_ZIP=0.495, Synergy_Bliss=-3.58, Synergy_Loewe=-18.9, Synergy_HSA=-7.56. (8) Drug 1: CC1C(C(CC(O1)OC2CC(CC3=C2C(=C4C(=C3O)C(=O)C5=C(C4=O)C(=CC=C5)OC)O)(C(=O)C)O)N)O.Cl. Drug 2: C1CC(=O)NC(=O)C1N2C(=O)C3=CC=CC=C3C2=O. Cell line: SK-OV-3. Synergy scores: CSS=18.3, Synergy_ZIP=2.45, Synergy_Bliss=8.50, Synergy_Loewe=0.194, Synergy_HSA=9.12.